The task is: Binary Classification. Given a miRNA mature sequence and a target amino acid sequence, predict their likelihood of interaction.. This data is from Experimentally validated miRNA-target interactions with 360,000+ pairs, plus equal number of negative samples. The miRNA is hsa-miR-4751 with sequence AGAGGACCCGUAGCUGCUAGAAGG. Result: 0 (no interaction). The protein sequence of the target gene is MQSTTNYLWHTDDLLGQGATASVYKARNKKSGEVVAVKVFNSASYRRPPEVQVREFEVLRRLNHQNIVKLFAVEETGGSRQKVLIMEYCSSGSLLSVLEDPENTFGLSEEEFLVVLRCVVAGMNHLRENGIVHRDIKPGNIMRLVGEEGQSIYKLSDFGAARKLDDDEKFVSVYGTEEYLHPDMYERAVLRKPQQKAFGVTVDLWSIGVTLYHAATGSLPFIPFGGPRRNKEIMYRITTEKPAGAISGTQKQENGPLEWSYSLPITCRLSMGLQNQLVPILANILEVEEDKCWGFDQFFA....